Dataset: Full USPTO retrosynthesis dataset with 1.9M reactions from patents (1976-2016). Task: Predict the reactants needed to synthesize the given product. (1) Given the product [Cl:1][C:2]1[CH:3]=[CH:4][CH:5]=[C:6]2[C:10]=1[C:9](=[O:11])[N:8]([C:12]1[CH:34]=[CH:33][CH:32]=[C:14]([C:15]([N:17]3[CH2:44][CH2:43][N:42]([CH2:41][CH2:40][N:35]4[CH:39]=[CH:38][CH:37]=[CH:36]4)[CH2:19][CH2:18]3)=[O:16])[CH:13]=1)[CH2:7]2, predict the reactants needed to synthesize it. The reactants are: [Cl:1][C:2]1[CH:3]=[CH:4][CH:5]=[C:6]2[C:10]=1[C:9](=[O:11])[N:8]([C:12]1[CH:13]=[C:14]([CH:32]=[CH:33][CH:34]=1)[C:15]([NH:17][CH2:18][CH2:19]C1CCN(C3C=CN=CC=3)CC1)=[O:16])[CH2:7]2.[N:35]1([CH2:40][CH2:41][N:42]2CCN[CH2:44][CH2:43]2)[CH:39]=[CH:38][CH:37]=[CH:36]1.ClC1C=CC=C2C=1C(=O)N(C1C=C(C=CC=1)C(O)=O)C2. (2) Given the product [CH3:30][O:29][C:25]1[N:24]=[C:23]([CH2:22][N:16]2[CH2:17][CH2:18][N:13]3[N:12]=[C:11]([CH2:10][O:3][C:4]4[CH:5]=[CH:6][CH:7]=[CH:8][CH:9]=4)[CH:20]=[C:14]3[C:15]2=[O:19])[CH:28]=[CH:27][CH:26]=1, predict the reactants needed to synthesize it. The reactants are: [H-].[Na+].[O:3]([CH2:10][C:11]1[CH:20]=[C:14]2[C:15](=[O:19])[NH:16][CH2:17][CH2:18][N:13]2[N:12]=1)[C:4]1[CH:9]=[CH:8][CH:7]=[CH:6][CH:5]=1.Br[CH2:22][C:23]1[CH:28]=[CH:27][CH:26]=[C:25]([O:29][CH3:30])[N:24]=1.O. (3) Given the product [CH:37]([O:12][C:10](=[O:11])[CH:9]=[CH:8][C:22]1[CH:23]=[CH:24][C:25]([NH:28][C:29]([O:31][C:32]([CH3:33])([CH3:34])[CH3:35])=[O:30])=[CH:26][CH:27]=1)([CH3:38])[CH3:36], predict the reactants needed to synthesize it. The reactants are: C([CH:8]([C:22]1[CH:27]=[CH:26][C:25]([NH:28][C:29]([O:31][C:32]([CH3:35])([CH3:34])[CH3:33])=[O:30])=[CH:24][CH:23]=1)[C:9](C(C1C=CC=CC=1)C)(N)[C:10]([OH:12])=[O:11])C1C=CC=CC=1.[CH3:36][CH2:37][CH2:38]CCCCCCCN. (4) Given the product [C:2]([C:7]1[O:11][C:10]([CH2:12][N:13]2[CH:17]=[CH:16][C:15]([NH:18][C:33]([C:28]3[N:29]=[C:30]([CH3:32])[O:31][C:27]=3[C:24]3[CH:25]=[CH:26][C:21]([O:20][CH3:19])=[CH:22][CH:23]=3)=[O:34])=[N:14]2)=[CH:9][CH:8]=1)(=[O:6])[CH3:1], predict the reactants needed to synthesize it. The reactants are: [CH3:1][C:2]1([C:7]2[O:11][C:10]([CH2:12][N:13]3[CH:17]=[CH:16][C:15]([NH2:18])=[N:14]3)=[CH:9][CH:8]=2)[O:6]CCO1.[CH3:19][O:20][C:21]1[CH:26]=[CH:25][C:24]([C:27]2[O:31][C:30]([CH3:32])=[N:29][C:28]=2[C:33](O)=[O:34])=[CH:23][CH:22]=1. (5) Given the product [NH2:17][C:14]1[S:15][CH2:16][C@@H:11]2[CH2:10][C@H:9]([C:6]3[CH:5]=[CH:4][C:3]([C:1]#[N:2])=[CH:8][CH:7]=3)[O:27][CH2:26][C@:12]2([C:28]2[CH:33]=[CH:32][C:31]([F:34])=[CH:30][C:29]=2[F:35])[N:13]=1, predict the reactants needed to synthesize it. The reactants are: [C:1]([C:3]1[CH:8]=[CH:7][C:6]([C@@H:9]2[O:27][CH2:26][C@:12]3([C:28]4[CH:33]=[CH:32][C:31]([F:34])=[CH:30][C:29]=4[F:35])[N:13]=[C:14]([NH:17]C(=O)C4C=CC=CC=4)[S:15][CH2:16][C@@H:11]3[CH2:10]2)=[CH:5][CH:4]=1)#[N:2].N12CCCN=C1CCCCC2. (6) Given the product [C:1]([O:5][C:6](=[O:15])[C:7]([O:11][C:12](=[O:14])[CH3:13])([C:8](=[O:9])[CH3:10])[CH2:18][CH2:19][CH2:20][CH2:21][CH3:22])([CH3:2])([CH3:3])[CH3:4], predict the reactants needed to synthesize it. The reactants are: [C:1]([O:5][C:6](=[O:15])[CH:7]([O:11][C:12](=[O:14])[CH3:13])[C:8]([CH3:10])=[O:9])([CH3:4])([CH3:3])[CH3:2].[H-].[Na+].[CH2:18](Br)[CH2:19][CH2:20][CH2:21][CH3:22]. (7) The reactants are: S(Cl)([Cl:3])=O.[Cl:5][C:6]([Cl:18])=[C:7]([C:11]1[CH:16]=[CH:15][C:14]([Cl:17])=[CH:13][CH:12]=1)[C:8](O)=[O:9].N1C=CC=CC=1. Given the product [Cl:5][C:6]([Cl:18])=[C:7]([C:11]1[CH:16]=[CH:15][C:14]([Cl:17])=[CH:13][CH:12]=1)[C:8]([Cl:3])=[O:9], predict the reactants needed to synthesize it. (8) Given the product [Cl:1][C:2]1[C:7]([C:8]2[C:9]([F:17])=[CH:10][C:11]([OH:15])=[CH:12][C:13]=2[F:14])=[C:6]([N:18]2[CH2:19][CH2:20][CH:21]([CH3:24])[CH2:22][CH2:23]2)[N:5]2[N:25]=[CH:26][N:27]=[C:4]2[N:3]=1, predict the reactants needed to synthesize it. The reactants are: [Cl:1][C:2]1[C:7]([C:8]2[C:13]([F:14])=[CH:12][C:11]([O:15]C)=[CH:10][C:9]=2[F:17])=[C:6]([N:18]2[CH2:23][CH2:22][CH:21]([CH3:24])[CH2:20][CH2:19]2)[N:5]2[N:25]=[CH:26][N:27]=[C:4]2[N:3]=1.[Al+3].[Cl-].[Cl-].[Cl-].